From a dataset of Catalyst prediction with 721,799 reactions and 888 catalyst types from USPTO. Predict which catalyst facilitates the given reaction. (1) Reactant: [OH:1][N:2]=[C:3]([C:14]#[N:15])[C:4]1[CH:9]=[CH:8][C:7]([O:10][CH3:11])=[C:6]([O:12][CH3:13])[CH:5]=1.[F:16][C:17]([F:29])([F:28])[C:18]1[CH:19]=[C:20]([S:24](Cl)(=[O:26])=[O:25])[CH:21]=[CH:22][CH:23]=1.C(N(CC)CC)C. Product: [F:29][C:17]([F:16])([F:28])[C:18]1[CH:19]=[C:20]([S:24]([O:1][N:2]=[C:3]([C:14]#[N:15])[C:4]2[CH:9]=[CH:8][C:7]([O:10][CH3:11])=[C:6]([O:12][CH3:13])[CH:5]=2)(=[O:25])=[O:26])[CH:21]=[CH:22][CH:23]=1. The catalyst class is: 10. (2) Reactant: [H-].[Na+].[O:3]1[CH2:8][CH2:7][CH2:6][CH2:5][CH:4]1[O:9][CH2:10][C@H:11]1[NH:15][C:14](=[O:16])[CH2:13][CH2:12]1.[CH3:17]I. Product: [CH3:17][N:15]1[C@H:11]([CH2:10][O:9][CH:4]2[CH2:5][CH2:6][CH2:7][CH2:8][O:3]2)[CH2:12][CH2:13][C:14]1=[O:16]. The catalyst class is: 3. (3) Reactant: [I:1][C:2]1[CH:8]=[CH:7][C:5]([NH2:6])=[CH:4][CH:3]=1.C[O:10][CH:11]1[CH:15]([CH:16]=O)[CH2:14][CH:13](OC)O1. Product: [I:1][C:2]1[CH:8]=[CH:7][C:5]([N:6]2[CH:13]=[CH:14][C:15]([CH:11]=[O:10])=[CH:16]2)=[CH:4][CH:3]=1. The catalyst class is: 52.